From a dataset of Forward reaction prediction with 1.9M reactions from USPTO patents (1976-2016). Predict the product of the given reaction. Given the reactants [OH:1][CH2:2][C:3]1[CH:4]=[C:5]2[C:9](=[CH:10][CH:11]=1)[N:8]([C:12]([O:14][C:15]([CH3:18])([CH3:17])[CH3:16])=[O:13])[CH2:7][CH2:6]2, predict the reaction product. The product is: [CH:2]([C:3]1[CH:4]=[C:5]2[C:9](=[CH:10][CH:11]=1)[N:8]([C:12]([O:14][C:15]([CH3:18])([CH3:17])[CH3:16])=[O:13])[CH2:7][CH2:6]2)=[O:1].